Dataset: Reaction yield outcomes from USPTO patents with 853,638 reactions. Task: Predict the reaction yield, written as a fraction of the theoretical maximum amount of product (1.0 means a 100% yield; for example, 0.34 means a 34% yield). (1) The product is [CH:1]([C:4]1[C:8]([CH2:9][O:10][C:22]2[CH:23]=[C:24]([CH2:28][C:29]([OH:31])=[O:30])[CH:25]=[CH:26][CH:27]=2)=[CH:7][N:6]([C:11]2[CH:16]=[CH:15][C:14]([C:17]([F:19])([F:18])[F:20])=[CH:13][N:12]=2)[N:5]=1)([CH3:3])[CH3:2]. The catalyst is O1CCCC1. The yield is 0.650. The reactants are [CH:1]([C:4]1[C:8]([CH2:9][OH:10])=[CH:7][N:6]([C:11]2[CH:16]=[CH:15][C:14]([C:17]([F:20])([F:19])[F:18])=[CH:13][N:12]=2)[N:5]=1)([CH3:3])[CH3:2].O[C:22]1[CH:23]=[C:24]([CH2:28][C:29]([O:31]C)=[O:30])[CH:25]=[CH:26][CH:27]=1.C(P(CCCC)CCCC)CCC.N(C(N1CCCCC1)=O)=NC(N1CCCCC1)=O. (2) The reactants are [N+:1]([C:4]1[CH:9]=[CH:8][CH:7]=[CH:6][C:5]=1[OH:10])([O-:3])=[O:2].[OH-].[Na+].O.[Br:14][CH2:15][CH2:16]Br. No catalyst specified. The product is [Br:14][CH2:15][CH2:16][O:10][C:5]1[CH:6]=[CH:7][CH:8]=[CH:9][C:4]=1[N+:1]([O-:3])=[O:2]. The yield is 0.630. (3) The reactants are C(O[C:4]([C:6]1[CH:7]=[C:8]2[C:12](=[CH:13][CH:14]=1)[NH:11][N:10]=[C:9]2[C:15]1[CH:24]=[CH:23][C:22]2[C:17](=[CH:18][CH:19]=[C:20]([O:25][CH2:26][CH2:27][N:28]3[CH2:34][CH2:33][CH2:32][CH2:31][CH2:30][CH2:29]3)[CH:21]=2)[CH:16]=1)=[NH:5])C.[CH:35]1([CH2:38][C:39]([NH:41][NH2:42])=O)[CH2:37][CH2:36]1.C(N(CC)CC)C. The catalyst is CO. The product is [N:28]1([CH2:27][CH2:26][O:25][C:20]2[CH:21]=[C:22]3[C:17](=[CH:18][CH:19]=2)[CH:16]=[C:15]([C:9]2[C:8]4[C:12](=[CH:13][CH:14]=[C:6]([C:4]5[N:5]=[C:39]([CH2:38][CH:35]6[CH2:37][CH2:36]6)[NH:41][N:42]=5)[CH:7]=4)[NH:11][N:10]=2)[CH:24]=[CH:23]3)[CH2:34][CH2:33][CH2:32][CH2:31][CH2:30][CH2:29]1. The yield is 0.260. (4) The reactants are [CH:1]1([C:4]2[C:5]([N:24]([C:29]3[CH:34]=[CH:33][C:32]([B:35]4[O:39]C(C)(C)C(C)(C)[O:36]4)=[C:31]([CH2:44][O:45][CH2:46][O:47][CH3:48])[CH:30]=3)[S:25]([CH3:28])(=[O:27])=[O:26])=[CH:6][C:7]3[O:11][C:10]([C:12]4[CH:17]=[CH:16][C:15]([F:18])=[CH:14][CH:13]=4)=[C:9]([C:19]([NH:21][CH3:22])=[O:20])[C:8]=3[CH:23]=2)[CH2:3][CH2:2]1.Cl.I([O-])(=O)(=O)=O.[Na+]. The catalyst is CO.O1CCCC1. The product is [CH:1]1([C:4]2[C:5]([N:24]([C:29]3[CH:34]=[CH:33][C:32]([B:35]([OH:36])[OH:39])=[C:31]([CH2:44][O:45][CH2:46][O:47][CH3:48])[CH:30]=3)[S:25]([CH3:28])(=[O:27])=[O:26])=[CH:6][C:7]3[O:11][C:10]([C:12]4[CH:13]=[CH:14][C:15]([F:18])=[CH:16][CH:17]=4)=[C:9]([C:19](=[O:20])[NH:21][CH3:22])[C:8]=3[CH:23]=2)[CH2:3][CH2:2]1. The yield is 0.290. (5) The reactants are [CH3:1][O:2][C:3]1[CH:4]=[C:5]2[C:10](=[CH:11][C:12]=1[O:13][CH3:14])[N:9]=[CH:8][CH:7]=[C:6]2[O:15][C:16]1[C:22]([CH3:23])=[CH:21][C:19]([NH2:20])=[C:18]([CH3:24])[CH:17]=1.C1(C)C=CC=CC=1.C(N(CC)CC)C.Cl[C:40](Cl)([O:42][C:43](=[O:49])OC(Cl)(Cl)Cl)Cl.[CH3:51][C:52]1[CH:57]=[CH:56][C:55]([CH3:58])=[CH:54][C:53]=1[S:59][CH2:60]CO. The catalyst is C(Cl)Cl. The product is [CH3:1][O:2][C:3]1[CH:4]=[C:5]2[C:10](=[CH:11][C:12]=1[O:13][CH3:14])[N:9]=[CH:8][CH:7]=[C:6]2[O:15][C:16]1[C:22]([CH3:23])=[CH:21][C:19]([NH:20][C:43](=[O:49])[O:42][CH2:40][CH2:60][S:59][C:53]2[CH:54]=[C:55]([CH3:58])[CH:56]=[CH:57][C:52]=2[CH3:51])=[C:18]([CH3:24])[CH:17]=1. The yield is 0.660. (6) The reactants are I[C:2]1[C:10]2[C:5](=[CH:6][CH:7]=[CH:8][C:9]=2[N+:11]([O-:13])=[O:12])[N:4]([C:14]([O:16][C:17]([CH3:20])([CH3:19])[CH3:18])=[O:15])[N:3]=1.[C:21]([Si:25]([CH3:31])([CH3:30])[O:26][CH2:27][C:28]#[CH:29])([CH3:24])([CH3:23])[CH3:22].C(N(CC)CC)C. The catalyst is C1COCC1.Cl[Pd](Cl)([P](C1C=CC=CC=1)(C1C=CC=CC=1)C1C=CC=CC=1)[P](C1C=CC=CC=1)(C1C=CC=CC=1)C1C=CC=CC=1.[Cu]I. The product is [Si:25]([O:26][CH2:27][C:28]#[C:29][C:2]1[C:10]2[C:5](=[CH:6][CH:7]=[CH:8][C:9]=2[N+:11]([O-:13])=[O:12])[N:4]([C:14]([O:16][C:17]([CH3:20])([CH3:19])[CH3:18])=[O:15])[N:3]=1)([C:21]([CH3:22])([CH3:23])[CH3:24])([CH3:30])[CH3:31]. The yield is 0.510. (7) The product is [CH2:17]([O:20][C:21]1([CH3:54])[CH2:22][CH2:23][N:24]([C:27]2[N:32]3[CH:33]=[C:34]([C:36]4[CH:37]=[C:38]([C:6]5[CH:7]=[C:2]([F:1])[CH:3]=[CH:4][C:5]=5[O:11][C@H:12]([CH2:14][CH:15]=[CH2:16])[CH3:13])[CH:39]=[CH:40][CH:41]=4)[N:35]=[C:31]3[CH:30]=[C:29]([CH3:43])[C:28]=2[C@H:44]([O:49][C:50]([CH3:53])([CH3:52])[CH3:51])[C:45]([O:47][CH3:48])=[O:46])[CH2:25][CH2:26]1)[CH:18]=[CH2:19]. The yield is 0.820. The reactants are [F:1][C:2]1[CH:3]=[CH:4][C:5]([O:11][C@H:12]([CH2:14][CH:15]=[CH2:16])[CH3:13])=[C:6](B(O)O)[CH:7]=1.[CH2:17]([O:20][C:21]1([CH3:54])[CH2:26][CH2:25][N:24]([C:27]2[N:32]3[CH:33]=[C:34]([C:36]4[CH:41]=[CH:40][CH:39]=[C:38](Br)[CH:37]=4)[N:35]=[C:31]3[CH:30]=[C:29]([CH3:43])[C:28]=2[C@H:44]([O:49][C:50]([CH3:53])([CH3:52])[CH3:51])[C:45]([O:47][CH3:48])=[O:46])[CH2:23][CH2:22]1)[CH:18]=[CH2:19].C(OC1(C)CCN(C2N3C=C(C4C=C(C5C=CC(F)=CC=5O[C@H](CC=C)C)C=CC=4)N=C3C=C(C)C=2[C@H](OC(C)(C)C)C(OC)=O)CC1)C=C. No catalyst specified. (8) The reactants are [C:1]([C:5]1[CH:10]=[CH:9][CH:8]=[CH:7][C:6]=1[N:11]1[CH2:16][CH2:15][N:14]([C:17](=[O:27])[CH2:18][CH:19]2[CH2:24][C:23](=[O:25])[NH:22][C:21](=[O:26])[CH2:20]2)[CH2:13][CH2:12]1)([CH3:4])([CH3:3])[CH3:2].Br[CH2:29][C:30]([O:32][CH3:33])=[O:31].C(=O)([O-])[O-].[K+].[K+].O. The catalyst is CN(C=O)C. The product is [C:1]([C:5]1[CH:10]=[CH:9][CH:8]=[CH:7][C:6]=1[N:11]1[CH2:12][CH2:13][N:14]([C:17](=[O:27])[CH2:18][CH:19]2[CH2:24][C:23](=[O:25])[N:22]([CH2:29][C:30]([O:32][CH3:33])=[O:31])[C:21](=[O:26])[CH2:20]2)[CH2:15][CH2:16]1)([CH3:4])([CH3:2])[CH3:3]. The yield is 0.790. (9) The reactants are [F:1][C:2]([F:18])([F:17])[C:3]1[CH:8]=[CH:7][C:6]([C:9]2[CH:14]=[CH:13][C:12]([CH2:15][NH2:16])=[CH:11][CH:10]=2)=[CH:5][CH:4]=1.F[C:20]1[CH:21]=[C:22]([CH:32]=[CH:33][C:34]=1[N+:35]([O-:37])=[O:36])[O:23][CH2:24][C:25]1[CH:30]=[CH:29][C:28]([CH3:31])=[CH:27][N:26]=1.CCN(C(C)C)C(C)C. The catalyst is C(#N)C. The product is [CH3:31][C:28]1[CH:29]=[CH:30][C:25]([CH2:24][O:23][C:22]2[CH:21]=[CH:20][C:34]([N+:35]([O-:37])=[O:36])=[C:33]([CH:32]=2)[NH:16][CH2:15][C:12]2[CH:13]=[CH:14][C:9]([C:6]3[CH:5]=[CH:4][C:3]([C:2]([F:17])([F:18])[F:1])=[CH:8][CH:7]=3)=[CH:10][CH:11]=2)=[N:26][CH:27]=1. The yield is 0.730. (10) The reactants are [CH3:1][CH:2]1[CH2:7][CH2:6][N:5]([C:8]2[CH:13]=[CH:12][N:11]=[CH:10][C:9]=2[N+:14]([O-])=O)[CH2:4][CH:3]1[NH:17][P:18](=[O:25])([O:22][CH2:23][CH3:24])[O:19][CH2:20][CH3:21]. The catalyst is CCOC(C)=O.[Pd]. The product is [NH2:14][C:9]1[CH:10]=[N:11][CH:12]=[CH:13][C:8]=1[N:5]1[CH2:6][CH2:7][CH:2]([CH3:1])[CH:3]([NH:17][P:18](=[O:25])([O:22][CH2:23][CH3:24])[O:19][CH2:20][CH3:21])[CH2:4]1. The yield is 0.860.